Binary Classification. Given a miRNA mature sequence and a target amino acid sequence, predict their likelihood of interaction. From a dataset of Experimentally validated miRNA-target interactions with 360,000+ pairs, plus equal number of negative samples. (1) The miRNA is hsa-miR-512-5p with sequence CACUCAGCCUUGAGGGCACUUUC. The protein sequence of the target gene is MGTKGLPLYPDPCRAPGTKTQNTLASDSLAREGPSSNSSFHSSEEEGTDLEGDMLDCSGSRPLLESEEEDENCRPLQEKLGEAALFSESGVCTEPEERGQGGKKSQFLPINQRASDDLGEPDVFATAPFRSSLVPADDVDIFSKAPFVSKGSVAPSQMDEVDVFSRAPFTKKRSMEEFLAVQGSSQDLPMQANLSQSNEGPLLAGRDRAIYTPAQAQYPMTGFAPQAGLPSHSVQVADHFDGNSPRGSPMSSGGHPVDRNRGLQPQKEAFSGPAAGKPFHPQALSKYSRHYSPEDELSAE.... Result: 0 (no interaction). (2) Result: 1 (interaction). The miRNA is hsa-miR-218-5p with sequence UUGUGCUUGAUCUAACCAUGU. The protein sequence of the target gene is MAPKKKIVKKNKGDINEMTIIVEDSPLNKLNALNGLLEGGNGLSCISSELTDASYGPNLLEGLSKMRQENFLCDLVIGTKTKSFDVHKSVMASCSEYFYNILKKDPSIQRVDLNDISPLGLATVIAYAYTGKLTLSLYTIGSIISAAVYLQIHTLVKMCSDFLIREMSVENCMYVVNIAETYSLKNAKAAAQKFIRDNFLEFAESDQFMKLTFEQINELLIDDDLQLPSEIVAFQIAMKWLEFDQKRVKYAADLLSNIRFGTISAQDLVNYVQSVPRMMQDADCHRLLVDAMNYHLLPYH.... (3) The miRNA is bta-miR-15b with sequence UAGCAGCACAUCAUGGUUUACA. The protein sequence of the target gene is MAAPGERGRFHGGNLFFLPGGARSEMMDDLATDARGRGAGRRDAAASASTPAQAPTSDSPVAEDASRRRPCRACVDFKTWMRTQQKRDTKFREDCPPDREELGRHSWAVLHTLAAYYPDLPTPEQQQDMAQFIHLFSKFYPCEECAEDLRKRLCRNHPDTRTRACFTQWLCHLHNEVNRKLGKPDFDCSKVDERWRDGWKDGSCD. Result: 0 (no interaction). (4) The miRNA is hsa-miR-940 with sequence AAGGCAGGGCCCCCGCUCCCC. The protein sequence of the target gene is MSKVARSSSESDVQLWETEEDDMTEGDLGYGLGRKPGGIYEIEFSHRSRKRSDGKNFSPPPFPRKGEERNEASFQYSKHKSQQDTFPQVSRISNYRRQSSTVDSNSELSNEELRQCLNETLEEVEMLKTELEASQRQLRGKEEALKILQSMAILGKATSHTQAVLQKTMEQNRSLEKEINALQWEIEFDHNRFKNIEESWIQKYDRLNCENAVLKENLKVKTEEIKMLKSDNAVLNQRYLEALAMLDIKQQKMAQENMCCDKSGFAEASGLELAVLGACLCHGPGGNPCSCARMAASTRK.... Result: 1 (interaction). (5) The miRNA is hsa-miR-6511a-5p with sequence CAGGCAGAAGUGGGGCUGACAGG. The protein sequence of the target gene is MHFSIPETESRSGDSGGSAYVAYNIHVNGVLHCRVRYSQLLGLHEQLRKEYGANVLPAFPPKKLFSLTPAEVEQRREQLEKYMQAVRQDPLLGSSETFNSFLRRAQQETQQVPTEEVSLEVLLSNGQKVLVNVLTSDQTEDVLEAVAAKLDLPDDLIGYFSLFLVREKEDGAFSFVRKLQEFELPYVSVTSLRSQEYKIVLRKSYWDSAYDDDVMENRVGLNLLYAQTVSDIERGWILVTKEQHRQLKSLQEKVSKKEFLRLAQTLRHYGYLRFDACVADFPEKDCPVVVSAGNSELSLQ.... Result: 1 (interaction).